Dataset: Reaction yield outcomes from USPTO patents with 853,638 reactions. Task: Predict the reaction yield, written as a fraction of the theoretical maximum amount of product (1.0 means a 100% yield; for example, 0.34 means a 34% yield). (1) The reactants are [CH:1]#[C:2][CH:3](O)[CH2:4][CH3:5].[NH2:7][C:8]1[CH:13]=[CH:12][CH:11]=[CH:10][CH:9]=1.Cl.NC1C=CC=CC=1. The catalyst is [C-]#[O+].[C-]#[O+].[C-]#[O+].[C-]#[O+].[C-]#[O+].[C-]#[O+].[C-]#[O+].[C-]#[O+].[C-]#[O+].[C-]#[O+].[C-]#[O+].[C-]#[O+].[Ru].[Ru].[Ru].ClCCl. The product is [CH2:2]([C:3]1[C:13]2[C:8](=[CH:9][CH:10]=[CH:11][CH:12]=2)[NH:7][C:4]=1[CH3:5])[CH3:1]. The yield is 0.950. (2) The reactants are [F:1][C:2]1[CH:7]=[CH:6][C:5]([S:8]([NH:11][C:12]2[CH:17]=[C:16]([N+:18]([O-:20])=[O:19])[CH:15]=[CH:14][C:13]=2F)(=[O:10])=[O:9])=[CH:4][CH:3]=1.C(=O)([O-])[O-].[K+].[K+].[CH2:28]1[O:30][C@H:29]1[CH2:31][OH:32]. The catalyst is O1CCCC1. The product is [F:1][C:2]1[CH:7]=[CH:6][C:5]([S:8]([N:11]2[CH2:28][C@H:29]([CH2:31][OH:32])[O:30][C:13]3[CH:14]=[CH:15][C:16]([N+:18]([O-:20])=[O:19])=[CH:17][C:12]2=3)(=[O:10])=[O:9])=[CH:4][CH:3]=1. The yield is 0.650. (3) The reactants are [F:1][C:2]1[CH:7]=[C:6]([C:8]#[C:9][CH2:10][CH2:11][CH3:12])[CH:5]=[CH:4][N:3]=1.N12CCCN=C1CCCCC2.[I-].[NH2:25][N+:26]1[CH:31]=[CH:30][CH:29]=[CH:28][CH:27]=1.O. The catalyst is C(#N)C. The product is [F:1][C:2]1[CH:7]=[C:6]([C:8]2[C:9]([CH2:10][CH2:11][CH3:12])=[N:25][N:26]3[CH:31]=[CH:30][CH:29]=[CH:28][C:27]=23)[CH:5]=[CH:4][N:3]=1. The yield is 0.750. (4) The reactants are [F:1][C:2]1[CH:7]=[CH:6][C:5]([C:8]2(/[CH:14]=[CH:15]/[CH2:16][C:17]([O:19][CH3:20])=[O:18])[CH2:13][CH2:12][CH2:11][CH2:10][CH2:9]2)=[CH:4][CH:3]=1. The catalyst is CO.[Pd]. The product is [F:1][C:2]1[CH:3]=[CH:4][C:5]([C:8]2([CH2:14][CH2:15][CH2:16][C:17]([O:19][CH3:20])=[O:18])[CH2:13][CH2:12][CH2:11][CH2:10][CH2:9]2)=[CH:6][CH:7]=1. The yield is 1.00. (5) The reactants are [F:1][C:2]([F:11])([F:10])[CH2:3]N1CCCCC1.C([N:14](CC)CC)C.ClC1C=CC([S:26](Cl)(=[O:28])=[O:27])=CC=1. The catalyst is ClCCCl. The product is [F:1][C:2]([F:11])([F:10])[CH2:3][S:26]([NH2:14])(=[O:28])=[O:27]. The yield is 0.380.